From a dataset of Catalyst prediction with 721,799 reactions and 888 catalyst types from USPTO. Predict which catalyst facilitates the given reaction. (1) Reactant: [NH2:1][CH2:2][CH2:3][N:4]1[C:8]([Cl:9])=[C:7]([C:10]2[CH:15]=[CH:14][CH:13]=[C:12]([C:16]#[N:17])[CH:11]=2)[C:6]([C:18]([O:20][CH3:21])=[O:19])=[CH:5]1.Cl.[CH2:23]=O.N. Product: [Cl:9][C:8]1[N:4]2[CH2:3][CH2:2][NH:1][CH2:23][C:5]2=[C:6]([C:18]([O:20][CH3:21])=[O:19])[C:7]=1[C:10]1[CH:15]=[CH:14][CH:13]=[C:12]([C:16]#[N:17])[CH:11]=1. The catalyst class is: 24. (2) Reactant: [CH2:1]([N:4]1[CH:8]=[CH:7][N:6]=[C:5]1[C:9]1[S:10][CH:11]=[CH:12][C:13]=1[C:14]1[CH:19]=[CH:18][C:17]([Cl:20])=[CH:16][C:15]=1[Cl:21])[CH:2]=[CH2:3].C([Li])CCC.CCCCCC.[CH2:33]([Sn:37](Cl)([CH2:42][CH2:43][CH2:44][CH3:45])[CH2:38][CH2:39][CH2:40][CH3:41])[CH2:34][CH2:35][CH3:36]. Product: [CH2:1]([N:4]1[CH:8]=[CH:7][N:6]=[C:5]1[C:9]1[S:10][C:11]([Sn:37]([CH2:38][CH2:39][CH2:40][CH3:41])([CH2:42][CH2:43][CH2:44][CH3:45])[CH2:33][CH2:34][CH2:35][CH3:36])=[CH:12][C:13]=1[C:14]1[CH:19]=[CH:18][C:17]([Cl:20])=[CH:16][C:15]=1[Cl:21])[CH:2]=[CH2:3]. The catalyst class is: 1. (3) Reactant: [H-].[Na+].[C:3]([N:6]1[CH:11]=[CH:10][N:9]([CH2:12][C:13]2[CH:18]=[CH:17][C:16]([F:19])=[CH:15][CH:14]=2)[C:8](=[O:20])[CH2:7]1)(=[O:5])[CH3:4].[C:21](OCC)(=[O:27])[C:22](OCC)=[O:23]. Product: [F:19][C:16]1[CH:17]=[CH:18][C:13]([CH2:12][N:9]2[CH:10]=[CH:11][N:6]3[C:3](=[O:5])[CH:4]=[C:21]([OH:27])[C:22]([OH:23])=[C:7]3[C:8]2=[O:20])=[CH:14][CH:15]=1. The catalyst class is: 16. (4) Reactant: [C:1]([O:4][C@H:5]1[C@H:10]([O:11][C:12](=[O:14])[CH3:13])[C@@H:9]([CH2:15][O:16][C:17](=[O:19])[CH3:18])[O:8][C@@H:7]([O:20][CH2:21][CH:22]([NH:33][C:34](=[O:40])[O:35][C:36]([CH3:39])([CH3:38])[CH3:37])[CH2:23][CH2:24][CH2:25][CH2:26][CH2:27][CH2:28][CH2:29][CH2:30][CH2:31][CH3:32])[C@@H:6]1[NH:41][C:42]([O:44]CC(Cl)(Cl)Cl)=O)(=[O:3])[CH3:2].[C:50](OC(=O)C)(=O)C. Product: [C:42]([NH:41][C@@H:6]1[C@@H:5]([O:4][C:1](=[O:3])[CH3:2])[C@H:10]([O:11][C:12](=[O:14])[CH3:13])[C@@H:9]([CH2:15][O:16][C:17](=[O:19])[CH3:18])[O:8][C@H:7]1[O:20][CH2:21][CH:22]([NH:33][C:34](=[O:40])[O:35][C:36]([CH3:39])([CH3:38])[CH3:37])[CH2:23][CH2:24][CH2:25][CH2:26][CH2:27][CH2:28][CH2:29][CH2:30][CH2:31][CH3:32])(=[O:44])[CH3:50]. The catalyst class is: 401. (5) Reactant: [CH3:1][C:2]1[CH:7]=[C:6]([N+:8]([O-])=O)[C:5]([CH3:11])=[CH:4][C:3]=1[O:12][CH2:13][C:14]1([CH3:17])[CH2:16][CH2:15]1.C(O)(=O)C. Product: [CH3:11][C:5]1[CH:4]=[C:3]([O:12][CH2:13][C:14]2([CH3:17])[CH2:15][CH2:16]2)[C:2]([CH3:1])=[CH:7][C:6]=1[NH2:8]. The catalyst class is: 150. (6) Reactant: [CH2:1]([O:3][P:4]([CH2:9][CH2:10][CH2:11][NH:12][OH:13])(=[O:8])[O:5][CH2:6][CH3:7])[CH3:2].[C:14](OC(=O)C)(=[O:16])[CH3:15]. Product: [CH2:6]([O:5][P:4]([CH2:9][CH2:10][CH2:11][N:12]([OH:13])[C:14](=[O:16])[CH3:15])(=[O:8])[O:3][CH2:1][CH3:2])[CH3:7]. The catalyst class is: 2. (7) Reactant: Br[C:2]1[S:3][C:4]([C:7]([O:9][CH3:10])=[O:8])=[CH:5][N:6]=1.[F:11][C:12]([F:28])([F:27])[C:13]1[CH:26]=[CH:25][CH:24]=[CH:23][C:14]=1[C:15]([N:17]1[CH2:22][CH2:21][NH:20][CH2:19][CH2:18]1)=[O:16].C1CCN2C(=NCCC2)CC1. Product: [F:28][C:12]([F:11])([F:27])[C:13]1[CH:26]=[CH:25][CH:24]=[CH:23][C:14]=1[C:15]([N:17]1[CH2:18][CH2:19][N:20]([C:2]2[S:3][C:4]([C:7]([O:9][CH3:10])=[O:8])=[CH:5][N:6]=2)[CH2:21][CH2:22]1)=[O:16]. The catalyst class is: 1.